This data is from Forward reaction prediction with 1.9M reactions from USPTO patents (1976-2016). The task is: Predict the product of the given reaction. (1) Given the reactants [Br:1][C:2]1[CH:3]=[C:4]2[C:8](=[CH:9][CH:10]=1)[C:7](=[O:11])[O:6][CH:5]2[C:12]1[CH:17]=[CH:16][CH:15]=[CH:14][CH:13]=1.II.Cl, predict the reaction product. The product is: [CH2:5]([C:4]1[CH:3]=[C:2]([Br:1])[CH:10]=[CH:9][C:8]=1[C:7]([OH:11])=[O:6])[C:12]1[CH:13]=[CH:14][CH:15]=[CH:16][CH:17]=1. (2) Given the reactants [O:1]1[C:6]2[CH:7]=[CH:8][C:9]([CH:11]([C:13]3[CH:18]=[CH:17][C:16]([O:19][CH3:20])=[CH:15][CH:14]=3)[OH:12])=[CH:10][C:5]=2[O:4][CH2:3][CH2:2]1, predict the reaction product. The product is: [O:1]1[C:6]2[CH:7]=[CH:8][C:9]([C:11]([C:13]3[CH:18]=[CH:17][C:16]([O:19][CH3:20])=[CH:15][CH:14]=3)=[O:12])=[CH:10][C:5]=2[O:4][CH2:3][CH2:2]1. (3) The product is: [Br:7][C:8]1[CH:13]=[C:12]([F:14])[CH:11]=[CH:10][C:9]=1[C:15]1([CH2:28][O:29][CH2:31][C:32]2[CH:33]=[C:34]([C:42]3[CH:47]=[CH:46][C:45]([C:48]#[N:49])=[CH:44][CH:43]=3)[CH:35]=[C:36]([C:38]([F:39])([F:40])[F:41])[CH:37]=2)[CH2:20][CH2:19][N:18]([C:21]([O:23][C:24]([CH3:25])([CH3:26])[CH3:27])=[O:22])[CH2:17][CH2:16]1. Given the reactants CC(C)([O-])C.[K+].[Br:7][C:8]1[CH:13]=[C:12]([F:14])[CH:11]=[CH:10][C:9]=1[C:15]1([CH2:28][OH:29])[CH2:20][CH2:19][N:18]([C:21]([O:23][C:24]([CH3:27])([CH3:26])[CH3:25])=[O:22])[CH2:17][CH2:16]1.Br[CH2:31][C:32]1[CH:33]=[C:34]([C:42]2[CH:47]=[CH:46][C:45]([C:48]#[N:49])=[CH:44][CH:43]=2)[CH:35]=[C:36]([C:38]([F:41])([F:40])[F:39])[CH:37]=1, predict the reaction product. (4) Given the reactants [Cl:1][C:2]1[CH:7]=[C:6]([Cl:8])[CH:5]=[CH:4][C:3]=1[C:9]1[C:10](/[CH:18]=[N:19]/[S:20]([C:22]([CH3:25])([CH3:24])[CH3:23])=[O:21])=[CH:11][C:12]2[N:13]([CH:15]=[CH:16][N:17]=2)[CH:14]=1.[CH3:26][Mg]Br.[NH4+].[Cl-], predict the reaction product. The product is: [Cl:1][C:2]1[CH:7]=[C:6]([Cl:8])[CH:5]=[CH:4][C:3]=1[C:9]1[C:10]([CH:18]([NH:19][S:20]([C:22]([CH3:25])([CH3:24])[CH3:23])=[O:21])[CH3:26])=[CH:11][C:12]2[N:13]([CH:15]=[CH:16][N:17]=2)[CH:14]=1. (5) Given the reactants [CH2:1]([O:3][C:4]([C:6]1[CH:7]=[N:8][C:9]2[C:14]([C:15]=1Cl)=[CH:13][CH:12]=[CH:11][C:10]=2[O:17][CH3:18])=[O:5])[CH3:2].[NH2:19][CH2:20][CH2:21][CH2:22][CH3:23], predict the reaction product. The product is: [CH2:1]([O:3][C:4]([C:6]1[CH:7]=[N:8][C:9]2[C:14]([C:15]=1[NH:19][CH2:20][CH2:21][CH2:22][CH3:23])=[CH:13][CH:12]=[CH:11][C:10]=2[O:17][CH3:18])=[O:5])[CH3:2].